Task: Predict the product of the given reaction.. Dataset: Forward reaction prediction with 1.9M reactions from USPTO patents (1976-2016) (1) Given the reactants P(Cl)(Cl)(Cl)(Cl)Cl.S[C:8]1[O:9][C:10]2[C:16]([CH3:17])=[CH:15][CH:14]=[CH:13][C:11]=2[N:12]=1.[CH3:18][N:19]1[CH2:24][CH2:23][NH:22][CH2:21][CH2:20]1, predict the reaction product. The product is: [CH3:18][N:19]1[CH2:24][CH2:23][N:22]([C:8]2[O:9][C:10]3[C:16]([CH3:17])=[CH:15][CH:14]=[CH:13][C:11]=3[N:12]=2)[CH2:21][CH2:20]1. (2) Given the reactants C(OC(N1[CH2:12][CH2:11][CH:10]([NH:13][C:14]([C:16]2[S:17][CH:18]=[CH:19][C:20]=2[NH:21][C:22]2[CH:27]=[CH:26][N:25]=[C:24]3[NH:28][CH:29]=[CH:30][C:23]=23)=[O:15])C1)=O)(C)(C)C.NCC([OH:35])C, predict the reaction product. The product is: [OH:35][CH:11]([CH3:12])[CH2:10][NH:13][C:14]([C:16]1[S:17][CH:18]=[CH:19][C:20]=1[NH:21][C:22]1[CH:27]=[CH:26][N:25]=[C:24]2[NH:28][CH:29]=[CH:30][C:23]=12)=[O:15]. (3) The product is: [Cl:1][C:2]1[CH:3]=[C:4]([C:12]2[S:13][C:14]([C:17]3[C:18]([CH2:26][CH3:27])=[C:19]([CH2:23][CH2:24][N:38]4[CH2:41][CH:40]([C:42]([O:44][CH3:45])=[O:43])[CH2:39]4)[CH:20]=[CH:21][CH:22]=3)=[CH:15][N:16]=2)[CH:5]=[CH:6][C:7]=1[O:8][CH:9]([CH3:11])[CH3:10]. Given the reactants [Cl:1][C:2]1[CH:3]=[C:4]([C:12]2[S:13][C:14]([C:17]3[C:18]([CH2:26][CH3:27])=[C:19]([CH2:23][CH:24]=O)[CH:20]=[CH:21][CH:22]=3)=[CH:15][N:16]=2)[CH:5]=[CH:6][C:7]=1[O:8][CH:9]([CH3:11])[CH3:10].C(O)(=O)C.C([O-])(=O)C.[Na+].Cl.[NH:38]1[CH2:41][CH:40]([C:42]([O:44][CH3:45])=[O:43])[CH2:39]1, predict the reaction product. (4) Given the reactants [C:1]([Si:5]([CH3:35])([CH3:34])[O:6][C@H:7]([C:30]([CH3:33])([CH3:32])[CH3:31])[CH2:8][CH2:9][C:10]1[CH:15]=[CH:14][C:13]([C:16]([C:21]2[CH:26]=[CH:25][C:24]([OH:27])=[C:23]([CH3:28])[CH:22]=2)([CH2:19][CH3:20])[CH2:17][CH3:18])=[CH:12][C:11]=1[CH3:29])([CH3:4])([CH3:3])[CH3:2].C1C=CC(P(C2C=CC=CC=2)C2C=CC=CC=2)=CC=1.O[CH2:56][C@H:57]1[O:62][C:61](=[O:63])[CH2:60][CH2:59][CH2:58]1.CCOC(/N=N/C(OCC)=O)=O, predict the reaction product. The product is: [C:1]([Si:5]([CH3:35])([CH3:34])[O:6][CH:7]([C:30]([CH3:33])([CH3:32])[CH3:31])[CH2:8][CH2:9][C:10]1[CH:15]=[CH:14][C:13]([C:16]([C:21]2[CH:26]=[CH:25][C:24]([O:27][CH2:56][C@H:57]3[O:62][C:61](=[O:63])[CH2:60][CH2:59][CH2:58]3)=[C:23]([CH3:28])[CH:22]=2)([CH2:17][CH3:18])[CH2:19][CH3:20])=[CH:12][C:11]=1[CH3:29])([CH3:3])([CH3:2])[CH3:4]. (5) The product is: [Br:1][C:2]1[CH:3]=[C:4]([Br:19])[C:5]2[O:9][C:8]([C:10]3[CH:11]=[CH:12][C:13]([OH:16])=[CH:14][CH:15]=3)=[CH:7][C:6]=2[CH:18]=1. Given the reactants [Br:1][C:2]1[CH:3]=[C:4]([Br:19])[C:5]2[O:9][C:8]([C:10]3[CH:15]=[CH:14][C:13]([O:16]C)=[CH:12][CH:11]=3)=[CH:7][C:6]=2[CH:18]=1.Cl.N1C=CC=CC=1, predict the reaction product. (6) Given the reactants O1CCCCC1[O:7][CH2:8][CH2:9][O:10][CH:11]1[CH2:16][CH2:15][N:14]([C:17]2[N:21]3[CH:22]=[CH:23][C:24]([C:26]4[CH2:27][CH2:28][N:29]([C:32]([O:34]C(C)(C)C)=O)[CH2:30][CH:31]=4)=[CH:25][C:20]3=[N:19][CH:18]=2)[CH2:13][CH2:12]1.N1CC=C(C2C=CN3C(N4CCC(OCCO)CC4)=CN=C3C=2)C[CH2:40]1.C(OC(=O)C)(=O)C.C[O-].[Na+].[Cl-:74].[NH4+], predict the reaction product. The product is: [ClH:74].[C:32]([N:29]1[CH2:30][CH:31]=[C:26]([C:24]2[CH:23]=[CH:22][N:21]3[C:17]([N:14]4[CH2:13][CH2:12][CH:11]([O:10][CH2:9][CH2:8][OH:7])[CH2:16][CH2:15]4)=[CH:18][N:19]=[C:20]3[CH:25]=2)[CH2:27][CH2:28]1)(=[O:34])[CH3:40].